From a dataset of Forward reaction prediction with 1.9M reactions from USPTO patents (1976-2016). Predict the product of the given reaction. (1) Given the reactants [N+:1]([C:4]1[CH:5]=[C:6]([N:13]2[CH2:18][CH2:17][NH:16][CH2:15][CH2:14]2)[C:7]2[O:11][CH:10]=[CH:9][C:8]=2[CH:12]=1)([O-:3])=[O:2].Cl[CH2:20][C:21]([N:23]([CH2:26][CH3:27])[CH2:24][CH3:25])=[O:22].C([O-])([O-])=O.[K+].[K+], predict the reaction product. The product is: [CH2:24]([N:23]([CH2:26][CH3:27])[C:21](=[O:22])[CH2:20][N:16]1[CH2:15][CH2:14][N:13]([C:6]2[C:7]3[O:11][CH:10]=[CH:9][C:8]=3[CH:12]=[C:4]([N+:1]([O-:3])=[O:2])[CH:5]=2)[CH2:18][CH2:17]1)[CH3:25]. (2) The product is: [F:9][CH2:8][C:4]1[N:3]=[C:2]([C:13]#[C:12][CH2:11][CH2:10][N:14]2[C:22](=[O:23])[C:21]3[C:16](=[CH:17][CH:18]=[CH:19][CH:20]=3)[C:15]2=[O:24])[CH:7]=[CH:6][CH:5]=1. Given the reactants Br[C:2]1[CH:7]=[CH:6][CH:5]=[C:4]([CH2:8][F:9])[N:3]=1.[CH2:10]([N:14]1[C:22](=[O:23])[C:21]2[C:16](=[CH:17][CH:18]=[CH:19][CH:20]=2)[C:15]1=[O:24])[CH2:11][C:12]#[CH:13], predict the reaction product. (3) Given the reactants [N:1]1[C:9]([C:10]2[C:11]([NH:16][C:17]3[C:22]([F:23])=[CH:21][CH:20]=[C:19]([NH2:24])[C:18]=3[F:25])=[N:12][CH:13]=[CH:14][CH:15]=2)=[C:8]2[C:4]([NH:5][CH:6]=[N:7]2)=[N:3][CH:2]=1.[C:26]1([CH:32]2[CH2:34][CH:33]2[S:35](Cl)(=[O:37])=[O:36])[CH:31]=[CH:30][CH:29]=[CH:28][CH:27]=1, predict the reaction product. The product is: [N:1]1[C:9]([C:10]2[C:11]([NH:16][C:17]3[C:18]([F:25])=[C:19]([NH:24][S:35]([CH:33]4[CH2:34][CH:32]4[C:26]4[CH:31]=[CH:30][CH:29]=[CH:28][CH:27]=4)(=[O:37])=[O:36])[CH:20]=[CH:21][C:22]=3[F:23])=[N:12][CH:13]=[CH:14][CH:15]=2)=[C:8]2[C:4]([NH:5][CH:6]=[N:7]2)=[N:3][CH:2]=1. (4) Given the reactants [N:1]1([C:7]([C:9]2[CH:10]=[CH:11][C:12]([O:15][C:16]3[CH:23]=[CH:22][C:19]([CH:20]=O)=[CH:18][CH:17]=3)=[N:13][CH:14]=2)=[O:8])[CH2:6][CH2:5][CH2:4][CH2:3][CH2:2]1.COC(OC)OC.[CH2:31]([NH2:39])[CH2:32][C:33]1[CH:38]=[CH:37][CH:36]=[CH:35][CH:34]=1.[BH4-].[Na+], predict the reaction product. The product is: [NH3:1].[CH3:7][OH:8].[CH2:31]([NH:39][CH2:20][C:19]1[CH:22]=[CH:23][C:16]([O:15][C:12]2[N:13]=[CH:14][C:9]([C:7]([N:1]3[CH2:6][CH2:5][CH2:4][CH2:3][CH2:2]3)=[O:8])=[CH:10][CH:11]=2)=[CH:17][CH:18]=1)[CH2:32][C:33]1[CH:38]=[CH:37][CH:36]=[CH:35][CH:34]=1. (5) Given the reactants [Cl:1][C:2]1[CH:3]=[C:4]([CH:16]=[CH:17][CH:18]=1)[CH2:5][NH:6][C:7](=[NH:15])[CH:8](OCC)OCC.S(=O)(=O)(O)O.[OH-].[Na+], predict the reaction product. The product is: [Cl:1][C:2]1[CH:3]=[C:4]2[C:16]([CH:8]=[C:7]([NH2:15])[N:6]=[CH:5]2)=[CH:17][CH:18]=1.[Cl:1][C:2]1[CH:18]=[CH:17][CH:16]=[C:4]2[C:3]=1[CH:8]=[C:7]([NH2:15])[N:6]=[CH:5]2.